Dataset: Peptide-MHC class II binding affinity with 134,281 pairs from IEDB. Task: Regression. Given a peptide amino acid sequence and an MHC pseudo amino acid sequence, predict their binding affinity value. This is MHC class II binding data. (1) The peptide sequence is LSPISNMVSMANNHV. The MHC is DRB1_1201 with pseudo-sequence DRB1_1201. The binding affinity (normalized) is 0.364. (2) The peptide sequence is PLYRYLGGSFSHVL. The MHC is HLA-DQA10401-DQB10402 with pseudo-sequence HLA-DQA10401-DQB10402. The binding affinity (normalized) is 0.327. (3) The peptide sequence is EKKYFAATQFEPLIA. The MHC is HLA-DQA10301-DQB10302 with pseudo-sequence HLA-DQA10301-DQB10302. The binding affinity (normalized) is 0.488. (4) The peptide sequence is FLAVAVVLGLATSPT. The MHC is HLA-DQA10102-DQB10602 with pseudo-sequence HLA-DQA10102-DQB10602. The binding affinity (normalized) is 0.581. (5) The peptide sequence is LIGLRIVFAVLSIVNRVRQG. The MHC is HLA-DPA10301-DPB10402 with pseudo-sequence HLA-DPA10301-DPB10402. The binding affinity (normalized) is 0.767. (6) The peptide sequence is DQYKDLCHMHTGVVV. The MHC is DRB1_0701 with pseudo-sequence DRB1_0701. The binding affinity (normalized) is 0.805.